This data is from Forward reaction prediction with 1.9M reactions from USPTO patents (1976-2016). The task is: Predict the product of the given reaction. (1) Given the reactants N1C=CC=CC=1.[C:7]1([CH3:17])[CH:12]=[CH:11][C:10]([S:13](Cl)(=[O:15])=[O:14])=[CH:9][CH:8]=1.[CH:18]1([CH2:21][CH2:22][OH:23])[CH2:20][CH2:19]1.O, predict the reaction product. The product is: [CH:18]1([CH2:21][CH2:22][O:23][S:13]([C:10]2[CH:11]=[CH:12][C:7]([CH3:17])=[CH:8][CH:9]=2)(=[O:15])=[O:14])[CH2:20][CH2:19]1. (2) Given the reactants Br[C:2]1[S:3][C:4]([C:7]2[N:8]=[N:9][N:10]([CH2:12][C:13]([O:15][CH2:16][CH3:17])=[O:14])[N:11]=2)=[CH:5][N:6]=1.Cl.[CH2:19]1[CH:23]2[CH2:24][NH:25][CH2:26][CH:22]2[CH2:21][N:20]1[C:27]([O:29][C:30]([CH3:33])([CH3:32])[CH3:31])=[O:28].C1CCN2C(=NCCC2)CC1, predict the reaction product. The product is: [CH2:16]([O:15][C:13](=[O:14])[CH2:12][N:10]1[N:9]=[N:8][C:7]([C:4]2[S:3][C:2]([N:25]3[CH2:24][CH:23]4[CH2:19][N:20]([C:27]([O:29][C:30]([CH3:33])([CH3:32])[CH3:31])=[O:28])[CH2:21][CH:22]4[CH2:26]3)=[N:6][CH:5]=2)=[N:11]1)[CH3:17]. (3) Given the reactants [H-].[H-].[H-].[H-].[Li+].[Al+3].[CH2:7]([N:9]1[C:17]2[C:12](=[N:13][CH:14]=[CH:15][CH:16]=2)[C:11]([C:18]2[CH:23]=[CH:22][C:21]([CH:24]([C:31]3[N:35]([CH2:36][O:37][CH2:38][CH2:39][Si:40]([CH3:43])([CH3:42])[CH3:41])[C:34]4[CH:44]=[CH:45][CH:46]=[CH:47][C:33]=4[N:32]=3)[CH2:25][C:26](OCC)=[O:27])=[CH:20][CH:19]=2)=[N:10]1)[CH3:8].O, predict the reaction product. The product is: [CH2:7]([N:9]1[C:17]2[C:12](=[N:13][CH:14]=[CH:15][CH:16]=2)[C:11]([C:18]2[CH:23]=[CH:22][C:21]([CH:24]([C:31]3[N:35]([CH2:36][O:37][CH2:38][CH2:39][Si:40]([CH3:43])([CH3:42])[CH3:41])[C:34]4[CH:44]=[CH:45][CH:46]=[CH:47][C:33]=4[N:32]=3)[CH2:25][CH2:26][OH:27])=[CH:20][CH:19]=2)=[N:10]1)[CH3:8]. (4) Given the reactants [B:1]([OH:4])([OH:3])[OH:2].[N:5]1[C:12]([NH2:13])=[N:11][C:9]([NH2:10])=[N:8][C:6]=1[NH2:7].B([O-])([O-])[O-].[Ca+2].B([O-])([O-])[O-].[Ca+2].[Ca+2].C([O-])([O-])=O.C([O-])([O-])=O.[OH-].[OH-].[Mg+2].[Mg+2].[Mg+2], predict the reaction product. The product is: [B:1]([OH:4])([OH:3])[OH:2].[N:5]1[C:12]([NH2:13])=[N:11][C:9]([NH2:10])=[N:8][C:6]=1[NH2:7]. (5) Given the reactants [Cl:1][C:2]1[CH:7]=[C:6]([CH2:8][CH3:9])[N:5]=[C:4]([NH2:10])[CH:3]=1.[O:11](C(OC(C)(C)C)=O)[C:12]([O:14][C:15]([CH3:18])([CH3:17])[CH3:16])=O, predict the reaction product. The product is: [Cl:1][C:2]1[CH:7]=[C:6]([CH2:8][CH3:9])[N:5]=[C:4]([N:10]([C:12]([O:14][C:15]([CH3:18])([CH3:17])[CH3:16])=[O:11])[C:12]([O:14][C:15]([CH3:18])([CH3:17])[CH3:16])=[O:11])[CH:3]=1. (6) The product is: [CH3:24][N:25]([CH3:38])[CH2:26][CH2:27][N:28]([C:31]1[CH:32]=[CH:33][C:34]([NH:35]/[C:4](=[C:11]2\[C:12](=[O:23])[NH:13][C:14]3[C:19]\2=[CH:18][C:17]([N+:20]([O-:22])=[O:21])=[CH:16][CH:15]=3)/[C:5]2[CH:6]=[CH:7][CH:8]=[CH:9][CH:10]=2)=[CH:36][CH:37]=1)[CH:29]=[O:30]. Given the reactants C(O[C:4](=[C:11]1[C:19]2[C:14](=[CH:15][CH:16]=[C:17]([N+:20]([O-:22])=[O:21])[CH:18]=2)[NH:13][C:12]1=[O:23])[C:5]1[CH:10]=[CH:9][CH:8]=[CH:7][CH:6]=1)C.[CH3:24][N:25]([CH3:38])[CH2:26][CH2:27][N:28]([C:31]1[CH:37]=[CH:36][C:34]([NH2:35])=[CH:33][CH:32]=1)[CH:29]=[O:30], predict the reaction product.